Dataset: Experimentally validated miRNA-target interactions with 360,000+ pairs, plus equal number of negative samples. Task: Binary Classification. Given a miRNA mature sequence and a target amino acid sequence, predict their likelihood of interaction. (1) The protein sequence of the target gene is MRLSKIQPHQSGTLLLLLLSNLLMWENVASVPRCIMEDGGCQKVLNYIFNMTSTISENFNNLSSETLNDFDTEYDPHQKFQNRPTMTCHTSSRSVPNNKRKAERMRPVVLLNVTIRMLAAWKNLLHHVENNMADLDGTPYVIISKVKLIDRQIKKLTKNLQNIKTILSQVNPDLKKNEDYPAWSGEPYVQQSKRRVQLFGLHSLFFCLNNDAQKVSDFISILRDQIVPNQ. Result: 1 (interaction). The miRNA is mmu-miR-466a-3p with sequence UAUACAUACACGCACACAUAAGA. (2) The miRNA is hsa-miR-4687-3p with sequence UGGCUGUUGGAGGGGGCAGGC. The protein sequence of the target gene is MTHGEELGSDVHQDSIVLTYLEGLLMHQAAGGSGTAINKKSAGHKEEDQNFNLSGSAFPSCQSNGPTVSTQTYQGSGMLHLKKARLLQSSEDWNAAKRKRLSDSIVNLNVKKEALLAGMVDSVPKGKQDSTLLASLLQSFSSRLQTVALSQQIRQSLKEQGYALSHESLKVEKDLRCYGVASSHLKTLLKKSKTKDQKSGPTLPDVTPNLIRDSFVESSHPAVGQSGTKVMSEPLSCAARLQAVASMVEKRASPAASPKPSVACSQLALLLSSEAHLQQYSREHALKTQNAHQVASERLA.... Result: 0 (no interaction). (3) The miRNA is hsa-miR-24-3p with sequence UGGCUCAGUUCAGCAGGAACAG. The protein sequence of the target gene is MSNIYIQEPPTNGKVLLKTTAGDIDIELWSKEAPKACRNFIQLCLEAYYDNTIFHRVVPGFIVQGGDPTGTGSGGESIYGAPFKDEFHSRLRFNRRGLVAMANAGSHDNGSQFFFTLGRADELNNKHTIFGKVTGDTVYNMLRLSEVDIDDDERPHNPHKIKSCEVLFNPFDDIIPREIKRLKKEKPEEEVKKLKPKGTKNFSLLSFGEEAEEEEEEVNRVSQSMKGKSKSSHDLLKDDPHLSSVPVVESEKGDAPDLVDDGEDESAEHDEYIDGDEKNLMRERIAKKLKKDTSANVKSA.... Result: 1 (interaction). (4) The miRNA is mmu-miR-1193-5p with sequence UGGUAGACCGGUGACGUACA. The protein sequence of the target gene is MPDQISVSEFVAETHEDYKAPTASSFTTRTAQCRNTVAAIEEALDVDRMVLYKMKKSVKAINSSGLAHVENEEQYTQALEKFGGNCVCRDDPDLGSAFLKFSVFTKELTALFKNLIQNMNNIISFPLDSLLKGDLKGVKGDLKKPFDKAWKDYETKITKIEKEKKEHAKLHGMIRTEISGAEIAEEMEKERRFFQLQMCEYLLKVNEIKIKKGVDLLQNLIKYFHAQCNFFQDGLKAVESLKPSIETLSTDLHTIKQAQDEERRQLIQLRDILKSALQVEQKEDSQIRQSTAYSLHQPQG.... Result: 0 (no interaction). (5) The miRNA is mmu-miR-92a-3p with sequence UAUUGCACUUGUCCCGGCCUG. The protein sequence of the target gene is MSGAPTAGAALMLCAATAVLLSAQGGPVQSKSPRFASWDEMNVLAHGLLQLGQGLREHAERTRSQLSALERRLSACGSACQGTEGSTDLPLAPESRVDPEVLHSLQTQLKAQNSRIQQLFHKVAQQQRHLEKQHLRIQHLQSQFGLLDHKHLDHEVAKPARRKRLPEMAQPVDPAHNVSRLHRLPRDCQELFQVGERQSGLFEIQPQGSPPFLVNCKMTSDGGWTVIQRRHDGSVDFNRPWEAYKAGFGDPHGEFWLGLEKVHSITGDRNSRLAVQLRDWDGNAELLQFSVHLGGEDTAY.... Result: 0 (no interaction).